From a dataset of Experimentally validated miRNA-target interactions with 360,000+ pairs, plus equal number of negative samples. Binary Classification. Given a miRNA mature sequence and a target amino acid sequence, predict their likelihood of interaction. The miRNA is hsa-miR-670-3p with sequence UUUCCUCAUAUUCAUUCAGGA. The protein sequence of the target gene is MASRGRRPEHGGPPELFYDETEARKYVRNSRMIDIQTRMAGRALELLYLPENKPCYLLDIGCGTGLSGSYLSDEGHYWVGLDISPAMLDEAVDREIEGDLLLGDMGQGIPFKPGTFDGCISISAVQWLCNANKKSENPAKRLYCFFASLFSVLVRGSRAVLQLYPENSEQLELITTQATKAGFSGGMVVDYPNSAKAKKFYLCLFSGPSTFIPEGLSENQDEVEPRESVFTNERFPLRMSRRGMVRKSRAWVLEKKERHRRQGREVRPDTQYTGRKRKPRF. Result: 1 (interaction).